The task is: Predict the reaction yield, written as a fraction of the theoretical maximum amount of product (1.0 means a 100% yield; for example, 0.34 means a 34% yield).. This data is from Reaction yield outcomes from USPTO patents with 853,638 reactions. The product is [NH2:1][C:2]1[CH:10]=[CH:9][CH:8]=[C:7]([Cl:11])[C:3]=1[C:4]([NH2:16])=[O:5]. The reactants are [NH2:1][C:2]1[CH:10]=[CH:9][CH:8]=[C:7]([Cl:11])[C:3]=1[C:4](O)=[O:5].S(Cl)(Cl)=O.[NH4+:16].[OH-]. The yield is 0.640. No catalyst specified.